Dataset: Reaction yield outcomes from USPTO patents with 853,638 reactions. Task: Predict the reaction yield, written as a fraction of the theoretical maximum amount of product (1.0 means a 100% yield; for example, 0.34 means a 34% yield). The reactants are [CH3:1][N:2]1[CH2:11][CH2:10][C:9]2[C:4]3=[C:5]([C:12](=O)[CH2:13][CH:3]13)[CH:6]=[CH:7][CH:8]=2.[O:15]=[C:16]1[CH:24]([CH2:25][C:26]([O:28][CH2:29][CH3:30])=[O:27])[C:23]2[C:18](=[CH:19][CH:20]=[CH:21][CH:22]=2)[N:17]1[CH:31]1[CH2:36][CH2:35][NH:34][CH2:33][CH2:32]1.C([BH3-])#N.[Na+]. The catalyst is O1CCCC1.[O-]CC.[Ti+4].[O-]CC.[O-]CC.[O-]CC. The product is [CH3:1][N:2]1[CH2:11][CH2:10][C:9]2[C:4]3=[C:5]([CH2:12][CH:13]([N:34]4[CH2:35][CH2:36][CH:31]([N:17]5[C:18]6[C:23](=[CH:22][CH:21]=[CH:20][CH:19]=6)[CH:24]([CH2:25][C:26]([O:28][CH2:29][CH3:30])=[O:27])[C:16]5=[O:15])[CH2:32][CH2:33]4)[CH:3]13)[CH:6]=[CH:7][CH:8]=2. The yield is 0.150.